Dataset: Catalyst prediction with 721,799 reactions and 888 catalyst types from USPTO. Task: Predict which catalyst facilitates the given reaction. (1) The catalyst class is: 488. Reactant: Br[C:2]1[CH:7]=[CH:6][C:5]([C:8]([C:10]2[CH:15]=[C:14]([O:16][CH2:17][C:18]3[CH:23]=[CH:22][C:21]([O:24][CH3:25])=[CH:20][CH:19]=3)[CH:13]=[CH:12][C:11]=2[CH3:26])=[O:9])=[C:4]([N+:27]([O-:29])=[O:28])[CH:3]=1.[F:30][C:31]1[CH:37]=[CH:36][C:34]([NH2:35])=[C:33]([CH3:38])[CH:32]=1.C([O-])([O-])=O.[Cs+].[Cs+].C1C=CC(P(C2C(C3C(P(C4C=CC=CC=4)C4C=CC=CC=4)=CC=C4C=3C=CC=C4)=C3C(C=CC=C3)=CC=2)C2C=CC=CC=2)=CC=1. Product: [F:30][C:31]1[CH:37]=[CH:36][C:34]([NH:35][C:2]2[CH:7]=[CH:6][C:5]([C:8]([C:10]3[CH:15]=[C:14]([O:16][CH2:17][C:18]4[CH:23]=[CH:22][C:21]([O:24][CH3:25])=[CH:20][CH:19]=4)[CH:13]=[CH:12][C:11]=3[CH3:26])=[O:9])=[C:4]([N+:27]([O-:29])=[O:28])[CH:3]=2)=[C:33]([CH3:38])[CH:32]=1. (2) Reactant: [Br:1][C:2]([F:21])([C:17]([F:20])([F:19])[F:18])[C:3]([F:16])([F:15])[O:4][C:5]1[CH:10]=[CH:9][C:8]([CH3:11])=[C:7]([N+:12]([O-])=O)[CH:6]=1.[Sn](Cl)(Cl)(Cl)Cl.Cl. Product: [Br:1][C:2]([F:21])([C:17]([F:20])([F:18])[F:19])[C:3]([F:15])([F:16])[O:4][C:5]1[CH:10]=[CH:9][C:8]([CH3:11])=[C:7]([CH:6]=1)[NH2:12]. The catalyst class is: 8. (3) Reactant: C(O[C:4](=[O:21])[C:5]1[CH:10]=[C:9]([O:11][CH2:12][CH3:13])[C:8]([NH:14][C:15](=[O:17])[CH3:16])=[C:7]([O:18][CH2:19][CH3:20])[CH:6]=1)C.[H-].[Al+3].[Li+].[H-].[H-].[H-].C1C[O:31]CC1. Product: [C:15]1(=[O:17])[N:14]([C:8]2[C:7]([O:18][CH2:19][CH3:20])=[CH:6][C:5]([CH:4]=[O:21])=[CH:10][C:9]=2[O:11][CH2:12][CH3:13])[C:16]1=[O:31]. The catalyst class is: 697. (4) Reactant: [OH:1][C:2]1[C:10]([OH:11])=[CH:9][CH:8]=[CH:7][C:3]=1[C:4]([OH:6])=O.[Si](Cl)(C)(C)C.CCN=C=NCCCN(C)C.[NH2:28][CH2:29][CH2:30][CH2:31][CH2:32][CH2:33][NH:34][C:35](=[O:61])[CH2:36][C@@H:37]1[N:43]=[C:42]([C:44]2[CH:49]=[CH:48][C:47]([Cl:50])=[CH:46][CH:45]=2)[C:41]2[CH:51]=[C:52]([O:55][CH3:56])[CH:53]=[CH:54][C:40]=2[N:39]2[C:57]([CH3:60])=[N:58][N:59]=[C:38]12. Product: [Cl:50][C:47]1[CH:48]=[CH:49][C:44]([C:42]2[C:41]3[CH:51]=[C:52]([O:55][CH3:56])[CH:53]=[CH:54][C:40]=3[N:39]3[C:57]([CH3:60])=[N:58][N:59]=[C:38]3[C@H:37]([CH2:36][C:35]([NH:34][CH2:33][CH2:32][CH2:31][CH2:30][CH2:29][NH:28][C:4](=[O:6])[C:3]3[CH:7]=[CH:8][CH:9]=[C:10]([OH:11])[C:2]=3[OH:1])=[O:61])[N:43]=2)=[CH:45][CH:46]=1. The catalyst class is: 64. (5) Reactant: [N:1]1[CH:6]=[CH:5][CH:4]=[CH:3][C:2]=1[CH2:7][OH:8].[H-].[Na+].[C:11]([O:15][C:16](=[O:19])[CH2:17]Br)([CH3:14])([CH3:13])[CH3:12].O. Product: [C:11]([O:15][C:16](=[O:19])[CH2:17][O:8][CH2:7][C:2]1[CH:3]=[CH:4][CH:5]=[CH:6][N:1]=1)([CH3:14])([CH3:13])[CH3:12]. The catalyst class is: 1.